Dataset: Full USPTO retrosynthesis dataset with 1.9M reactions from patents (1976-2016). Task: Predict the reactants needed to synthesize the given product. (1) Given the product [NH2:33][CH2:32][C:27]1[CH:28]=[CH:29][CH:30]=[CH:31][C:26]=1[C:23]1[CH:22]=[CH:21][C:20]([C:18]([NH:17][C:12]2[CH:13]=[CH:14][CH:15]=[CH:16][C:11]=2[C:9](=[O:10])[NH:8][C:5]2[CH:4]=[CH:3][C:2]([Cl:1])=[CH:7][N:6]=2)=[O:19])=[CH:25][CH:24]=1, predict the reactants needed to synthesize it. The reactants are: [Cl:1][C:2]1[CH:3]=[CH:4][C:5]([NH:8][C:9]([C:11]2[CH:16]=[CH:15][CH:14]=[CH:13][C:12]=2[NH:17][C:18]([C:20]2[CH:25]=[CH:24][C:23]([C:26]3[CH:31]=[CH:30][CH:29]=[CH:28][C:27]=3[C:32]#[N:33])=[CH:22][CH:21]=2)=[O:19])=[O:10])=[N:6][CH:7]=1.[BH4-].[Na+]. (2) Given the product [F:1][C:2]1[CH:3]=[CH:4][C:5]([C:8]2[O:9][CH:10]=[C:11]([C:13]([CH3:17])([CH3:16])[CH2:14][NH:15][C:30]([C:28]3[N:29]=[C:25]([C:22]4[N:21]=[C:20]([C:19]([F:34])([F:18])[F:33])[O:24][N:23]=4)[O:26][CH:27]=3)=[O:31])[N:12]=2)=[CH:6][CH:7]=1, predict the reactants needed to synthesize it. The reactants are: [F:1][C:2]1[CH:7]=[CH:6][C:5]([C:8]2[O:9][CH:10]=[C:11]([C:13]([CH3:17])([CH3:16])[CH2:14][NH2:15])[N:12]=2)=[CH:4][CH:3]=1.[F:18][C:19]([F:34])([F:33])[C:20]1[O:24][N:23]=[C:22]([C:25]2[O:26][CH:27]=[C:28]([C:30](O)=[O:31])[N:29]=2)[N:21]=1. (3) The reactants are: [CH3:1][C:2]1[C:6]([C:7]2[CH:16]=[C:15]3[C:10]([C:11]([NH:18][CH:19]([CH3:23])[CH2:20][O:21][CH3:22])=[C:12]([NH2:17])[CH:13]=[N:14]3)=[CH:9][C:8]=2[O:24][CH3:25])=[C:5]([CH3:26])[O:4][N:3]=1.[N:27]#[C:28]Br. Given the product [CH3:1][C:2]1[C:6]([C:7]2[C:8]([O:24][CH3:25])=[CH:9][C:10]3[C:11]4[N:18]([CH:19]([CH3:23])[CH2:20][O:21][CH3:22])[C:28]([NH2:27])=[N:17][C:12]=4[CH:13]=[N:14][C:15]=3[CH:16]=2)=[C:5]([CH3:26])[O:4][N:3]=1, predict the reactants needed to synthesize it. (4) Given the product [Cl:21][C:6]1[CH:5]=[N+:4]([O-:31])[CH:3]=[C:2]([Cl:1])[C:7]=1[CH2:8][C@@H:9]([C:11]1[CH:16]=[CH:15][C:14]([O:17][CH3:18])=[C:13]([O:19][CH3:20])[CH:12]=1)[OH:10], predict the reactants needed to synthesize it. The reactants are: [Cl:1][C:2]1[CH:3]=[N:4][CH:5]=[C:6]([Cl:21])[C:7]=1[CH2:8][C@@H:9]([C:11]1[CH:16]=[CH:15][C:14]([O:17][CH3:18])=[C:13]([O:19][CH3:20])[CH:12]=1)[OH:10].CCCCCC.C([OH:31])(C)C.CO.C(Cl)(Cl)Cl.